The task is: Predict the product of the given reaction.. This data is from Forward reaction prediction with 1.9M reactions from USPTO patents (1976-2016). (1) Given the reactants [CH3:1][C:2]1[O:6][N:5]=[C:4]([CH2:7][N:8]2[C:16]3[C:11](=[CH:12][CH:13]=[CH:14][CH:15]=3)[C:10]([C:17]([OH:19])=O)=[N:9]2)[CH:3]=1.[NH2:20][C@H:21]([C:26]([NH2:28])=[O:27])[C:22]([CH3:25])([CH3:24])[CH3:23].CCN=C=NCCCN(C)C.Cl.C1C=CC2N(O)N=NC=2C=1.C(N(CC)C(C)C)(C)C, predict the reaction product. The product is: [NH2:28][C:26]([C@@H:21]([NH:20][C:17]([C:10]1[C:11]2[C:16](=[CH:15][CH:14]=[CH:13][CH:12]=2)[N:8]([CH2:7][C:4]2[CH:3]=[C:2]([CH3:1])[O:6][N:5]=2)[N:9]=1)=[O:19])[C:22]([CH3:25])([CH3:24])[CH3:23])=[O:27]. (2) The product is: [ClH:20].[C:1]([C:4]1[CH:5]=[C:6]([NH:7][C:14]([NH:16][C:17]([NH2:19])=[NH:18])=[NH:15])[CH:8]=[C:9]([C:11](=[O:13])[CH3:12])[CH:10]=1)(=[O:3])[CH3:2]. Given the reactants [C:1]([C:4]1[CH:5]=[C:6]([CH:8]=[C:9]([C:11](=[O:13])[CH3:12])[CH:10]=1)[NH2:7])(=[O:3])[CH3:2].[C:14]([NH:16][C:17]([NH2:19])=[NH:18])#[N:15].[ClH:20], predict the reaction product.